Regression. Given a peptide amino acid sequence and an MHC pseudo amino acid sequence, predict their binding affinity value. This is MHC class II binding data. From a dataset of Peptide-MHC class II binding affinity with 134,281 pairs from IEDB. (1) The peptide sequence is GLAVLRKVKRVVASL. The MHC is DRB3_0202 with pseudo-sequence DRB3_0202. The binding affinity (normalized) is 0.414. (2) The peptide sequence is YFVAILDYLNHMAKE. The MHC is HLA-DQA10401-DQB10402 with pseudo-sequence HLA-DQA10401-DQB10402. The binding affinity (normalized) is 0.467. (3) The peptide sequence is STIFPFRRLFMVAEV. The MHC is HLA-DQA10101-DQB10501 with pseudo-sequence HLA-DQA10101-DQB10501. The binding affinity (normalized) is 0.664.